From a dataset of Catalyst prediction with 721,799 reactions and 888 catalyst types from USPTO. Predict which catalyst facilitates the given reaction. (1) Reactant: [Cl:1][C:2]1[CH:21]=[C:20]([Cl:22])[CH:19]=[CH:18][C:3]=1[CH2:4][CH:5]1[CH2:9][CH2:8][N:7]([CH:10]2[CH2:15][CH2:14][C:13](=[O:16])[CH2:12][CH2:11]2)[C:6]1=[O:17].[BH4-].[Na+]. Product: [Cl:1][C:2]1[CH:21]=[C:20]([Cl:22])[CH:19]=[CH:18][C:3]=1[CH2:4][CH:5]1[CH2:9][CH2:8][N:7]([C@H:10]2[CH2:11][CH2:12][C@H:13]([OH:16])[CH2:14][CH2:15]2)[C:6]1=[O:17]. The catalyst class is: 5. (2) Reactant: [Cl:1][C:2]1[N:11]=[CH:10][C:9]2[NH:8][CH2:7][CH:6]3[CH2:12][O:13][CH2:14][CH2:15][N:5]3[C:4]=2[N:3]=1.N1CCOC[C@H]1C(O)=O. Product: [Cl:1][C:2]1[N:11]=[CH:10][C:9]2[NH:8][CH2:7][C@@H:6]3[CH2:12][O:13][CH2:14][CH2:15][N:5]3[C:4]=2[N:3]=1. The catalyst class is: 5. (3) Product: [CH2:1]([O:3][C:4](=[O:22])[C:5]([C:10](=[O:21])[C:11]1[CH:16]=[C:15]([F:17])[C:14]([F:18])=[C:13]([Cl:19])[C:12]=1[F:20])=[CH:6][NH:36][C:32]1[CH:33]=[CH:34][CH:35]=[C:30]([CH2:29][N:23]2[CH2:24][CH2:25][CH2:26][CH2:27][CH2:28]2)[CH:31]=1)[CH3:2]. The catalyst class is: 14. Reactant: [CH2:1]([O:3][C:4](=[O:22])[C:5]([C:10](=[O:21])[C:11]1[CH:16]=[C:15]([F:17])[C:14]([F:18])=[C:13]([Cl:19])[C:12]=1[F:20])=[CH:6]OCC)[CH3:2].[N:23]1([CH2:29][C:30]2[CH:31]=[C:32]([NH2:36])[CH:33]=[CH:34][CH:35]=2)[CH2:28][CH2:27][CH2:26][CH2:25][CH2:24]1. (4) Reactant: [CH2:1]([O:3][CH2:4][CH2:5][NH2:6])[CH3:2].O1CCOCC1.[OH-].[Na+].[C:15](O[C:15]([O:17][C:18]([CH3:21])([CH3:20])[CH3:19])=[O:16])([O:17][C:18]([CH3:21])([CH3:20])[CH3:19])=[O:16]. Product: [CH2:1]([O:3][CH2:4][CH2:5][NH:6][C:15](=[O:16])[O:17][C:18]([CH3:21])([CH3:20])[CH3:19])[CH3:2]. The catalyst class is: 6. (5) Reactant: [Br:1][C:2]1[CH:7]=[CH:6][C:5]([C:8]2([C:11]#N)[CH2:10][CH2:9]2)=[CH:4][CH:3]=1.[C:13]1([Mg]Cl)[CH:18]=[CH:17][CH:16]=[CH:15][CH:14]=1.[O:21]1CCCC1.Cl. Product: [Br:1][C:2]1[CH:7]=[CH:6][C:5]([C:8]2([C:11]([C:13]3[CH:18]=[CH:17][CH:16]=[CH:15][CH:14]=3)=[O:21])[CH2:10][CH2:9]2)=[CH:4][CH:3]=1. The catalyst class is: 7.